Dataset: Forward reaction prediction with 1.9M reactions from USPTO patents (1976-2016). Task: Predict the product of the given reaction. (1) Given the reactants [CH3:1][C@@H:2]1[CH2:7][CH2:6][C@H:5]([O:8][C:9]2[C:18]([C:19]([F:22])([F:21])[F:20])=[C:17]3[C:12]([CH:13]=[CH:14][C:15]([CH:23](O)[CH3:24])=[CH:16]3)=[CH:11][CH:10]=2)[CH2:4][CH2:3]1.P(Br)(Br)[Br:27].CCOC(C)=O.O, predict the reaction product. The product is: [Br:27][CH:23]([C:15]1[CH:16]=[C:17]2[C:12]([CH:11]=[CH:10][C:9]([O:8][C@H:5]3[CH2:6][CH2:7][C@@H:2]([CH3:1])[CH2:3][CH2:4]3)=[C:18]2[C:19]([F:21])([F:22])[F:20])=[CH:13][CH:14]=1)[CH3:24]. (2) Given the reactants [Cl:1][CH:2]=[C:3]([C:15]1[N:20]=[CH:19][CH:18]=[CH:17][N:16]=1)[O:4][Si](C(C)C)(C(C)C)C(C)C.C(=O)(O)[O-].[Na+], predict the reaction product. The product is: [Cl:1][CH2:2][C:3]([C:15]1[N:20]=[CH:19][CH:18]=[CH:17][N:16]=1)=[O:4]. (3) Given the reactants C(O/N=C(/[C:8]1[CH:13]=[CH:12][C:11]([Br:14])=[CH:10][C:9]=1O)\C)(=O)C.C([O:19][CH2:20][CH3:21])(=O)C.[N:22]1C=CC=CC=1, predict the reaction product. The product is: [Br:14][C:11]1[CH:12]=[CH:13][C:8]2[C:9]([CH:10]=1)=[N:22][O:19][C:20]=2[CH3:21]. (4) Given the reactants [C:1]([NH:5][C:6]1[NH:7][C:8]2[CH:14]=[CH:13][CH:12]=[CH:11][C:9]=2[N:10]=1)([O:3][CH3:4])=[O:2].[Cl:15][S:16](O)(=[O:18])=[O:17], predict the reaction product. The product is: [Cl:15][S:16]([C:13]1[CH:12]=[CH:11][C:9]2[N:10]=[C:6]([NH:5][C:1]([O:3][CH3:4])=[O:2])[NH:7][C:8]=2[CH:14]=1)(=[O:18])=[O:17]. (5) The product is: [NH2:13][C:12]1[C:11]2[C:10](=[CH:9][C:8]([C:6]3[N:7]=[C:2]([NH2:1])[N:3]=[C:4]([NH:17][CH:18]4[CH2:22][CH2:21][CH2:20][CH2:19]4)[CH:5]=3)=[CH:15][CH:14]=2)[NH:25][N:24]=1. Given the reactants [NH2:1][C:2]1[N:7]=[C:6]([C:8]2[CH:15]=[CH:14][C:11]([C:12]#[N:13])=[C:10](F)[CH:9]=2)[CH:5]=[C:4]([NH:17][CH:18]2[CH2:22][CH2:21][CH2:20][CH2:19]2)[N:3]=1.O.[NH2:24][NH2:25], predict the reaction product. (6) Given the reactants CN(C)[CH:3]=[CH:4][C:5]([C:7]1[N:11]([CH:12]2[CH2:15][CH2:14][CH2:13]2)[C:10]([CH3:16])=[N:9][CH:8]=1)=O.C(=O)(O)O.[C:22]1([NH:28][C:29]([NH2:31])=[NH:30])[CH:27]=[CH:26][CH:25]=[CH:24][CH:23]=1.C[O-].[Na+].O, predict the reaction product. The product is: [NH:28]([C:29]1[N:31]=[C:5]([C:7]2[N:11]([CH:12]3[CH2:13][CH2:14][CH2:15]3)[C:10]([CH3:16])=[N:9][CH:8]=2)[CH:4]=[CH:3][N:30]=1)[C:22]1[CH:27]=[CH:26][CH:25]=[CH:24][CH:23]=1.